This data is from Catalyst prediction with 721,799 reactions and 888 catalyst types from USPTO. The task is: Predict which catalyst facilitates the given reaction. The catalyst class is: 1. Reactant: [Cl:1][C:2]1[C:10]2[C:5](=[CH:6][C:7]([S:11]([NH:14][C@H:15]3[CH2:19][CH2:18][N:17]([C:20]4[CH:21]=[C:22]5[C:26](=[CH:27][CH:28]=4)[CH:25]([N:29]([CH3:31])[CH3:30])[CH2:24][CH2:23]5)[C:16]3=[O:32])(=[O:13])=[O:12])=[CH:8][CH:9]=2)[N:4]([Si](C(C)C)(C(C)C)C(C)C)[CH:3]=1.O.[F-].C([N+](CC)(CC)CC)C. Product: [Cl:1][C:2]1[C:10]2[C:5](=[CH:6][C:7]([S:11]([NH:14][C@H:15]3[CH2:19][CH2:18][N:17]([C:20]4[CH:21]=[C:22]5[C:26](=[CH:27][CH:28]=4)[CH:25]([N:29]([CH3:30])[CH3:31])[CH2:24][CH2:23]5)[C:16]3=[O:32])(=[O:13])=[O:12])=[CH:8][CH:9]=2)[NH:4][CH:3]=1.